Dataset: Reaction yield outcomes from USPTO patents with 853,638 reactions. Task: Predict the reaction yield, written as a fraction of the theoretical maximum amount of product (1.0 means a 100% yield; for example, 0.34 means a 34% yield). The reactants are [F:1][C:2]1[CH:27]=[CH:26][C:25]([F:28])=[CH:24][C:3]=1[CH2:4][N:5]1[CH2:10][CH2:9][NH:8][C:7]2[N:11]=[CH:12][C:13]([C:15]3[CH:23]=[CH:22][C:18]([C:19](O)=[O:20])=[CH:17][CH:16]=3)=[CH:14][C:6]1=2.[NH:29]1[CH2:33][CH2:32][CH2:31][C@H:30]1[CH2:34][N:35]1[CH2:39][CH2:38][CH2:37][CH2:36]1. No catalyst specified. The product is [F:1][C:2]1[CH:27]=[CH:26][C:25]([F:28])=[CH:24][C:3]=1[CH2:4][N:5]1[CH2:10][CH2:9][NH:8][C:7]2[N:11]=[CH:12][C:13]([C:15]3[CH:23]=[CH:22][C:18]([C:19]([N:29]4[CH2:33][CH2:32][CH2:31][C@H:30]4[CH2:34][N:35]4[CH2:39][CH2:38][CH2:37][CH2:36]4)=[O:20])=[CH:17][CH:16]=3)=[CH:14][C:6]1=2. The yield is 0.530.